Task: Predict the reactants needed to synthesize the given product.. Dataset: Full USPTO retrosynthesis dataset with 1.9M reactions from patents (1976-2016) (1) Given the product [C:1]([C:3]1[CH:4]=[CH:5][C:6]([O:26][CH3:27])=[C:7]([C:9]2[C:13]([NH:14][C:15]([C:17]3[CH:18]=[N:19][N:20]4[CH:25]=[CH:24][CH:23]=[N:22][C:21]=34)=[O:16])=[CH:12][N:11]([CH2:30][C:31]3[N:35]=[CH:34][N:33]([CH3:36])[N:32]=3)[N:10]=2)[CH:8]=1)#[N:2], predict the reactants needed to synthesize it. The reactants are: [C:1]([C:3]1[CH:4]=[CH:5][C:6]([O:26][CH3:27])=[C:7]([C:9]2[C:13]([NH:14][C:15]([C:17]3[CH:18]=[N:19][N:20]4[CH:25]=[CH:24][CH:23]=[N:22][C:21]=34)=[O:16])=[CH:12][NH:11][N:10]=2)[CH:8]=1)#[N:2].Cl.Cl[CH2:30][C:31]1[N:35]=[CH:34][N:33]([CH3:36])[N:32]=1.C([O-])([O-])=O.[Cs+].[Cs+]. (2) Given the product [C:39]([O:38][C:37]([N:36]([C:31]1[C:32]2[C:27](=[CH:26][C:25]([NH:24][C@H:12]3[C:10](=[O:11])[N:9]([CH3:51])[CH2:8][C:6]4[CH:7]=[C:2]([CH:3]=[C:4]([F:58])[C:5]=4[S:52]([CH:55]([CH3:57])[CH3:56])(=[O:53])=[O:54])[NH:1][C:59](=[O:60])[O:21][CH2:20][C@H:19]([CH3:22])[C:16]4[CH:17]=[CH:18][C:13]3=[CH:14][C:15]=4[CH3:23])=[CH:34][C:33]=2[F:35])[CH:28]=[CH:29][N:30]=1)[C:44](=[O:45])[O:46][C:47]([CH3:48])([CH3:49])[CH3:50])=[O:43])([CH3:42])([CH3:40])[CH3:41], predict the reactants needed to synthesize it. The reactants are: [NH2:1][C:2]1[CH:3]=[C:4]([F:58])[C:5]([S:52]([CH:55]([CH3:57])[CH3:56])(=[O:54])=[O:53])=[C:6]([CH2:8][N:9]([CH3:51])[C:10]([CH:12]([NH:24][C:25]2[CH:26]=[C:27]3[C:32](=[C:33]([F:35])[CH:34]=2)[C:31]([N:36]([C:44]([O:46][C:47]([CH3:50])([CH3:49])[CH3:48])=[O:45])[C:37](=[O:43])[O:38][C:39]([CH3:42])([CH3:41])[CH3:40])=[N:30][CH:29]=[CH:28]3)[C:13]2[CH:18]=[CH:17][C:16]([C@@H:19]([CH3:22])[CH2:20][OH:21])=[C:15]([CH3:23])[CH:14]=2)=[O:11])[CH:7]=1.[C:59](Cl)(Cl)=[O:60]. (3) Given the product [CH2:1]([O:3][C:4](=[O:26])[CH2:5][CH2:6][CH:7]([NH:18][C:19]([O:21][C:22]([CH3:25])([CH3:24])[CH3:23])=[O:20])[C:8]([N:10]1[CH2:14][CH2:13][CH2:12][CH:11]1[C:15]#[N:16])=[O:9])[CH3:2], predict the reactants needed to synthesize it. The reactants are: [CH2:1]([O:3][C:4](=[O:26])[CH2:5][CH2:6][CH:7]([NH:18][C:19]([O:21][C:22]([CH3:25])([CH3:24])[CH3:23])=[O:20])[C:8]([N:10]1[CH2:14][CH2:13][CH2:12][CH:11]1[C:15](=O)[NH2:16])=[O:9])[CH3:2].N1C=CN=C1.P(Cl)(Cl)(Cl)=O. (4) The reactants are: Cl.[Br:2][C:3]1[CH:8]=[C:7]([NH:9][CH3:10])[C:6]([NH2:11])=[CH:5][CH:4]=1.[C:12]([OH:16])(=O)[CH2:13]O.[OH-].[NH4+]. Given the product [Br:2][C:3]1[CH:4]=[CH:5][C:6]2[N:11]=[C:13]([CH2:12][OH:16])[N:9]([CH3:10])[C:7]=2[CH:8]=1, predict the reactants needed to synthesize it.